Dataset: Forward reaction prediction with 1.9M reactions from USPTO patents (1976-2016). Task: Predict the product of the given reaction. (1) Given the reactants [NH2:1][C@@H:2]([CH2:6][CH2:7][C@H:8]([NH2:30])[CH2:9][C@@H:10]1[C@@H:14]([OH:15])[C@@H:13]([O:16]CC#C)[C@H:12]([N:20]2[CH:28]=[N:27][C:26]3[C:21]2=[N:22][CH:23]=[N:24][C:25]=3[NH2:29])[O:11]1)[C:3]([OH:5])=[O:4].O=C1O[C@H]([C@H](CO)O)C([O-])=C1O.[Na+].[N-]=[N+]=[N-].C(#N)C.O.C(O)(C(F)(F)F)=O, predict the reaction product. The product is: [CH:23]1[N:24]=[C:25]([NH2:29])[C:26]2[N:27]=[CH:28][N:20]([C@@H:12]3[O:11][C@H:10]([CH2:9][C@@H:8]([NH2:30])[CH2:7][CH2:6][C@H:2]([NH2:1])[C:3]([OH:5])=[O:4])[C@@H:14]([OH:15])[C@H:13]3[OH:16])[C:21]=2[N:22]=1. (2) Given the reactants [CH3:1][O:2][C:3]1[CH:11]=[CH:10][C:6]2[CH:7]=[CH:8]S[C:5]=2[CH:4]=1.ClC1C=C(C(OO)=O)C=CC=1.[S:23](=S)(=[O:26])([O-])[O-:24].[Na+].[Na+], predict the reaction product. The product is: [CH3:1][O:2][C:3]1[CH:11]=[CH:10][C:6]2[CH:7]=[CH:8][S:23](=[O:26])(=[O:24])[C:5]=2[CH:4]=1. (3) Given the reactants [NH2:1][C:2]1[N:7]=[C:6]([NH:8]/[C:9](/[NH:23][CH2:24][C:25]2[CH:30]=[CH:29][CH:28]=[CH:27][C:26]=2[C:31]([F:34])([F:33])[F:32])=[N:10]\[C:11](=[O:22])[C:12]2[CH:17]=[CH:16][C:15]([C:18]([F:21])([F:20])[F:19])=[CH:14][CH:13]=2)[CH:5]=[CH:4][CH:3]=1.N1C=CC=CC=1.[S:41](Cl)([CH3:44])(=[O:43])=[O:42], predict the reaction product. The product is: [CH3:44][S:41]([NH:1][C:2]1[N:7]=[C:6]([NH:8]/[C:9](/[NH:23][CH2:24][C:25]2[CH:30]=[CH:29][CH:28]=[CH:27][C:26]=2[C:31]([F:34])([F:32])[F:33])=[N:10]\[C:11](=[O:22])[C:12]2[CH:17]=[CH:16][C:15]([C:18]([F:19])([F:20])[F:21])=[CH:14][CH:13]=2)[CH:5]=[CH:4][CH:3]=1)(=[O:43])=[O:42]. (4) Given the reactants [F:1][C:2]1[C:7]2[CH2:8][C:9]([CH:21]3[CH2:26][CH2:25][N:24]([CH:27]([CH3:31])[CH2:28][CH2:29][NH2:30])[CH2:23][CH2:22]3)([C:11]3[CH:16]=[CH:15][C:14]([C:17]([F:20])([F:19])[F:18])=[CH:13][CH:12]=3)[O:10][C:6]=2[CH:5]=[CH:4][CH:3]=1.[CH3:32][C:33]1[C:38]([C:39](O)=[O:40])=[C:37]([CH3:42])[N:36]=[CH:35][N:34]=1, predict the reaction product. The product is: [F:1][C:2]1[C:7]2[CH2:8][C:9]([CH:21]3[CH2:26][CH2:25][N:24]([CH:27]([CH3:31])[CH2:28][CH2:29][NH:30][C:39]([C:38]4[C:33]([CH3:32])=[N:34][CH:35]=[N:36][C:37]=4[CH3:42])=[O:40])[CH2:23][CH2:22]3)([C:11]3[CH:12]=[CH:13][C:14]([C:17]([F:20])([F:18])[F:19])=[CH:15][CH:16]=3)[O:10][C:6]=2[CH:5]=[CH:4][CH:3]=1. (5) Given the reactants [F:1][C:2]1[CH:11]=[C:10]([C:12]2[C:13]([CH3:49])([CH3:48])[C@H:14]3[C@:27]([CH3:30])([CH2:28][CH:29]=2)[C@@H:26]2[C@:17]([CH3:47])([C@@:18]4([CH3:46])[C@H:23]([CH2:24][CH2:25]2)[C@H:22]2[C@H:31]([C:34]([CH3:36])=[CH2:35])[CH2:32][CH2:33][C@:21]2([NH:37][CH2:38][CH2:39][N:40]2[CH2:44][CH2:43][CH2:42][C:41]2=[O:45])[CH2:20][CH2:19]4)[CH2:16][CH2:15]3)[CH:9]=[CH:8][C:3]=1[C:4]([O:6]C)=[O:5].[OH-].[Na+], predict the reaction product. The product is: [F:1][C:2]1[CH:11]=[C:10]([C:12]2[C:13]([CH3:49])([CH3:48])[C@H:14]3[C@:27]([CH3:30])([CH2:28][CH:29]=2)[C@@H:26]2[C@:17]([CH3:47])([C@@:18]4([CH3:46])[C@H:23]([CH2:24][CH2:25]2)[C@H:22]2[C@H:31]([C:34]([CH3:36])=[CH2:35])[CH2:32][CH2:33][C@:21]2([NH:37][CH2:38][CH2:39][N:40]2[CH2:44][CH2:43][CH2:42][C:41]2=[O:45])[CH2:20][CH2:19]4)[CH2:16][CH2:15]3)[CH:9]=[CH:8][C:3]=1[C:4]([OH:6])=[O:5]. (6) Given the reactants [N+:1]([C:4]1[CH:11]=[CH:10][C:7]([CH2:8][OH:9])=[CH:6][CH:5]=1)([O-:3])=[O:2].C1(P(C2C=CC=CC=2)C2C=CC=CC=2)C=CC=CC=1.[F:31][C:32]1[CH:33]=[C:34](O)[CH:35]=[CH:36][CH:37]=1, predict the reaction product. The product is: [N+:1]([C:4]1[CH:5]=[CH:6][C:7]([CH2:8][O:9][C:36]2[CH:35]=[CH:34][CH:33]=[C:32]([F:31])[CH:37]=2)=[CH:10][CH:11]=1)([O-:3])=[O:2]. (7) Given the reactants [C:1]([O:5][C:6]([N:8]([CH3:37])[C@@H:9]([CH3:36])[C:10]([NH:12][C@H:13]([C:32]([O:34][CH3:35])=[O:33])[CH2:14][C:15]1[CH:31]=[CH:30][C:18](/[CH:19]=[CH:20]/[C:21]2[CH:29]=[CH:28][C:24]([C:25]([OH:27])=[O:26])=[CH:23][CH:22]=2)=[CH:17][CH:16]=1)=[O:11])=[O:7])([CH3:4])([CH3:3])[CH3:2].[H][H], predict the reaction product. The product is: [C:1]([O:5][C:6]([N:8]([CH3:37])[C@@H:9]([CH3:36])[C:10]([NH:12][C@H:13]([C:32]([O:34][CH3:35])=[O:33])[CH2:14][C:15]1[CH:16]=[CH:17][C:18]([CH2:19][CH2:20][C:21]2[CH:22]=[CH:23][C:24]([C:25]([OH:27])=[O:26])=[CH:28][CH:29]=2)=[CH:30][CH:31]=1)=[O:11])=[O:7])([CH3:2])([CH3:4])[CH3:3]. (8) Given the reactants [Cl:1][C:2]1[CH:3]=[N+:4]([O-:38])[CH:5]=[C:6]([Cl:37])[C:7]=1[CH2:8][C@H:9]([O:20][C:21]([C:23]1[S:24][C:25]([CH2:28][NH:29][C:30]2[CH:35]=[CH:34][CH:33]=[CH:32][C:31]=2[F:36])=[CH:26][CH:27]=1)=[O:22])[C:10]1[CH:15]=[CH:14][C:13]([O:16][CH3:17])=[C:12]([O:18][CH3:19])[CH:11]=1.Cl.[C:40](Cl)(=[O:50])[O:41][C@@H:42]1[CH:47]2[CH2:48][CH2:49][N:44]([CH2:45][CH2:46]2)[CH2:43]1, predict the reaction product. The product is: [CH:21]([OH:22])=[O:20].[Cl:1][C:2]1[CH:3]=[N+:4]([O-:38])[CH:5]=[C:6]([Cl:37])[C:7]=1[CH2:8][C@H:9]([O:20][C:21]([C:23]1[S:24][C:25]([CH2:28][N:29]([C:40]([O:41][C@@H:42]2[CH:47]3[CH2:48][CH2:49][N:44]([CH2:45][CH2:46]3)[CH2:43]2)=[O:50])[C:30]2[CH:35]=[CH:34][CH:33]=[CH:32][C:31]=2[F:36])=[CH:26][CH:27]=1)=[O:22])[C:10]1[CH:15]=[CH:14][C:13]([O:16][CH3:17])=[C:12]([O:18][CH3:19])[CH:11]=1.